Dataset: Forward reaction prediction with 1.9M reactions from USPTO patents (1976-2016). Task: Predict the product of the given reaction. Given the reactants Cl.[F:2][C:3]([F:39])([F:38])[C:4]1[CH:5]=[C:6]([C@H:14]([O:16][C@H:17]2[CH2:22][CH2:21][N:20]([C:23]([NH:25][CH:26]3[CH2:31][CH2:30][NH:29][CH2:28][CH2:27]3)=[O:24])[CH2:19][C@H:18]2[C:32]2[CH:37]=[CH:36][CH:35]=[CH:34][CH:33]=2)[CH3:15])[CH:7]=[C:8]([C:10]([F:13])([F:12])[F:11])[CH:9]=1.[OH:40][CH2:41][CH2:42][C:43](O)=[O:44], predict the reaction product. The product is: [F:39][C:3]([F:2])([F:38])[C:4]1[CH:5]=[C:6]([C@H:14]([O:16][C@H:17]2[CH2:22][CH2:21][N:20]([C:23]([NH:25][CH:26]3[CH2:31][CH2:30][N:29]([C:41](=[O:40])[CH2:42][CH2:43][OH:44])[CH2:28][CH2:27]3)=[O:24])[CH2:19][C@H:18]2[C:32]2[CH:37]=[CH:36][CH:35]=[CH:34][CH:33]=2)[CH3:15])[CH:7]=[C:8]([C:10]([F:11])([F:12])[F:13])[CH:9]=1.